From a dataset of NCI-60 drug combinations with 297,098 pairs across 59 cell lines. Regression. Given two drug SMILES strings and cell line genomic features, predict the synergy score measuring deviation from expected non-interaction effect. (1) Drug 1: COC1=CC(=CC(=C1O)OC)C2C3C(COC3=O)C(C4=CC5=C(C=C24)OCO5)OC6C(C(C7C(O6)COC(O7)C8=CC=CS8)O)O. Drug 2: CC1C(C(CC(O1)OC2CC(CC3=C2C(=C4C(=C3O)C(=O)C5=C(C4=O)C(=CC=C5)OC)O)(C(=O)C)O)N)O.Cl. Cell line: SN12C. Synergy scores: CSS=51.0, Synergy_ZIP=-6.26, Synergy_Bliss=3.80, Synergy_Loewe=5.55, Synergy_HSA=6.39. (2) Drug 1: CC1CCCC2(C(O2)CC(NC(=O)CC(C(C(=O)C(C1O)C)(C)C)O)C(=CC3=CSC(=N3)C)C)C. Drug 2: CC1C(C(CC(O1)OC2CC(CC3=C2C(=C4C(=C3O)C(=O)C5=C(C4=O)C(=CC=C5)OC)O)(C(=O)CO)O)N)O.Cl. Cell line: OVCAR3. Synergy scores: CSS=35.0, Synergy_ZIP=0.663, Synergy_Bliss=0.299, Synergy_Loewe=0.552, Synergy_HSA=0.468.